Task: Predict the product of the given reaction.. Dataset: Forward reaction prediction with 1.9M reactions from USPTO patents (1976-2016) Given the reactants [CH3:1][NH:2][C:3]([C:5]1[CH:10]=[C:9]([O:11][C:12]2[CH:18]=[CH:17][C:15]([NH2:16])=[CH:14][CH:13]=2)[CH:8]=[CH:7][N:6]=1)=[O:4].[CH:19]1[C:24]([N:25]=[C:26]=[O:27])=[CH:23][C:22]2[C:28]([F:35])([F:34])[O:29][C:30]([F:33])([F:32])[O:31][C:21]=2[CH:20]=1, predict the reaction product. The product is: [CH3:1][NH:2][C:3]([C:5]1[CH:10]=[C:9]([O:11][C:12]2[CH:18]=[CH:17][C:15]([NH:16][C:26]([NH:25][C:24]3[CH:19]=[CH:20][C:21]4[O:31][C:30]([F:33])([F:32])[O:29][C:28]([F:34])([F:35])[C:22]=4[CH:23]=3)=[O:27])=[CH:14][CH:13]=2)[CH:8]=[CH:7][N:6]=1)=[O:4].